This data is from Reaction yield outcomes from USPTO patents with 853,638 reactions. The task is: Predict the reaction yield, written as a fraction of the theoretical maximum amount of product (1.0 means a 100% yield; for example, 0.34 means a 34% yield). (1) The product is [CH3:13][N:8]1[C:4]2=[N:5][CH:6]=[CH:7][C:2]([O:20][C:14]3[CH:19]=[CH:18][CH:17]=[CH:16][CH:15]=3)=[C:3]2[C:10]([CH:11]=[O:12])=[CH:9]1. The catalyst is C1(C)C=CC=CC=1.C1C=CC(/C=C/C(/C=C/C2C=CC=CC=2)=O)=CC=1.C1C=CC(/C=C/C(/C=C/C2C=CC=CC=2)=O)=CC=1.C1C=CC(/C=C/C(/C=C/C2C=CC=CC=2)=O)=CC=1.[Pd].[Pd]. The yield is 0.450. The reactants are Br[C:2]1[CH:7]=[CH:6][N:5]=[C:4]2[N:8]([CH3:13])[CH:9]=[C:10]([CH:11]=[O:12])[C:3]=12.[C:14]1([OH:20])[CH:19]=[CH:18][CH:17]=[CH:16][CH:15]=1.C1(P(C2CCCCC2)C2C=CC=CC=2C2C(C(C)C)=CC(C(C)C)=CC=2C(C)C)CCCCC1.C(=O)([O-])[O-].[K+].[K+]. (2) The reactants are [F:1][C:2]1[CH:7]=[CH:6][C:5](B(O)O)=[CH:4][CH:3]=1.Br[C:12]1[S:13][CH:14]=[CH:15][N:16]=1. The catalyst is C1(C)C=CC=CC=1.C(O)C.C1C=CC([P]([Pd]([P](C2C=CC=CC=2)(C2C=CC=CC=2)C2C=CC=CC=2)([P](C2C=CC=CC=2)(C2C=CC=CC=2)C2C=CC=CC=2)[P](C2C=CC=CC=2)(C2C=CC=CC=2)C2C=CC=CC=2)(C2C=CC=CC=2)C2C=CC=CC=2)=CC=1. The product is [F:1][C:2]1[CH:7]=[CH:6][C:5]([C:12]2[S:13][CH:14]=[CH:15][N:16]=2)=[CH:4][CH:3]=1. The yield is 0.820. (3) No catalyst specified. The yield is 0.840. The reactants are [F:1][C:2]([F:9])([F:8])[C:3](=[CH2:7])[C:4]([OH:6])=[O:5].[C:10]([OH:13])(=[S:12])[CH3:11]. The product is [C:10]([S:12][CH2:7][CH:3]([C:2]([F:9])([F:8])[F:1])[C:4]([OH:6])=[O:5])(=[O:13])[CH3:11]. (4) The reactants are [CH3:1][N:2]1[CH:6]=[C:5]([C:7]2[N:12]=[N:11][C:10]([NH:13][NH2:14])=[CH:9][CH:8]=2)[CH:4]=[N:3]1.[C:15](N1C=CN=C1)(N1C=CN=C1)=[S:16].CCCCCC.C1COCC1. The catalyst is CN(C=O)C. The product is [CH3:1][N:2]1[CH:6]=[C:5]([C:7]2[CH:8]=[CH:9][C:10]3[N:11]([C:15]([SH:16])=[N:14][N:13]=3)[N:12]=2)[CH:4]=[N:3]1. The yield is 0.600. (5) The reactants are Br.[Br:2][CH:3]1[C:8](=[O:9])[CH2:7][CH2:6][NH:5][CH2:4]1.C(N(CC)C(C)C)(C)C.[C:19]([O:23][C:24](O[C:24]([O:23][C:19]([CH3:22])([CH3:21])[CH3:20])=[O:25])=[O:25])([CH3:22])([CH3:21])[CH3:20]. The catalyst is O1CCCC1.O. The product is [C:19]([O:23][C:24]([N:5]1[CH2:6][CH2:7][C:8](=[O:9])[CH:3]([Br:2])[CH2:4]1)=[O:25])([CH3:22])([CH3:21])[CH3:20]. The yield is 0.890.